Dataset: NCI-60 drug combinations with 297,098 pairs across 59 cell lines. Task: Regression. Given two drug SMILES strings and cell line genomic features, predict the synergy score measuring deviation from expected non-interaction effect. (1) Drug 1: CCC1=C2CN3C(=CC4=C(C3=O)COC(=O)C4(CC)O)C2=NC5=C1C=C(C=C5)O. Drug 2: C1CN(CCN1C(=O)CCBr)C(=O)CCBr. Cell line: SR. Synergy scores: CSS=76.1, Synergy_ZIP=-1.21, Synergy_Bliss=-1.78, Synergy_Loewe=-2.91, Synergy_HSA=0.106. (2) Synergy scores: CSS=10.4, Synergy_ZIP=-10.2, Synergy_Bliss=-17.8, Synergy_Loewe=-29.6, Synergy_HSA=-21.4. Drug 2: C(CN)CNCCSP(=O)(O)O. Cell line: HT29. Drug 1: CCC(=C(C1=CC=CC=C1)C2=CC=C(C=C2)OCCN(C)C)C3=CC=CC=C3.C(C(=O)O)C(CC(=O)O)(C(=O)O)O. (3) Cell line: SF-268. Drug 1: C1=CN(C(=O)N=C1N)C2C(C(C(O2)CO)O)O.Cl. Drug 2: C1=NNC2=C1C(=O)NC=N2. Synergy scores: CSS=5.65, Synergy_ZIP=-2.71, Synergy_Bliss=1.03, Synergy_Loewe=-2.87, Synergy_HSA=1.17. (4) Drug 1: CC1C(C(=O)NC(C(=O)N2CCCC2C(=O)N(CC(=O)N(C(C(=O)O1)C(C)C)C)C)C(C)C)NC(=O)C3=C4C(=C(C=C3)C)OC5=C(C(=O)C(=C(C5=N4)C(=O)NC6C(OC(=O)C(N(C(=O)CN(C(=O)C7CCCN7C(=O)C(NC6=O)C(C)C)C)C)C(C)C)C)N)C. Drug 2: C(CCl)NC(=O)N(CCCl)N=O. Cell line: SN12C. Synergy scores: CSS=10.3, Synergy_ZIP=-5.03, Synergy_Bliss=-4.37, Synergy_Loewe=-18.9, Synergy_HSA=-3.73.